From a dataset of Full USPTO retrosynthesis dataset with 1.9M reactions from patents (1976-2016). Predict the reactants needed to synthesize the given product. (1) Given the product [C:1]([C:5]1[N:6]=[C:7]([N:22]2[CH2:27][CH2:26][S:50][CH2:23]2)[C:8]2[N:13]=[N:12][N:11]([CH2:14][C:15]3[CH:20]=[CH:19][CH:18]=[CH:17][C:16]=3[Cl:21])[C:9]=2[N:10]=1)([CH3:4])([CH3:3])[CH3:2], predict the reactants needed to synthesize it. The reactants are: [C:1]([C:5]1[N:6]=[C:7]([N:22]2[CH2:27][CH2:26]OC[CH2:23]2)[C:8]2[N:13]=[N:12][N:11]([CH2:14][C:15]3[CH:20]=[CH:19][CH:18]=[CH:17][C:16]=3[Cl:21])[C:9]=2[N:10]=1)([CH3:4])([CH3:3])[CH3:2].C(C1N=C(Cl)C2N=NN(CC3C=CC=CC=3Cl)C=2N=1)(C)(C)C.[S:50]1CCNC1. (2) Given the product [CH3:1][C:2]1([CH3:23])[CH:11]=[CH:10][C:9]2[C:4](=[C:5]([CH2:12][N:13]3[CH2:14][CH2:15][C:16]4([CH2:20][N:19]([C:24](=[O:31])[C:25]5[CH:30]=[CH:29][N:28]=[CH:27][CH:26]=5)[CH2:18][CH2:17]4)[CH2:21][CH2:22]3)[CH:6]=[CH:7][CH:8]=2)[O:3]1, predict the reactants needed to synthesize it. The reactants are: [CH3:1][C:2]1([CH3:23])[CH:11]=[CH:10][C:9]2[C:4](=[C:5]([CH2:12][N:13]3[CH2:22][CH2:21][C:16]4([CH2:20][NH:19][CH2:18][CH2:17]4)[CH2:15][CH2:14]3)[CH:6]=[CH:7][CH:8]=2)[O:3]1.[C:24](O)(=[O:31])[C:25]1[CH:30]=[CH:29][N:28]=[CH:27][CH:26]=1.CCN=C=NCCCN(C)C.C1C=CC2N(O)N=NC=2C=1.CCN(CC)CC. (3) Given the product [Si:41]([O:15][C@H:13]([CH3:14])[C@@H:12]([NH:16][C:17]1[CH:22]=[CH:21][C:20]([C:23]#[N:24])=[C:19]([C:25]([F:28])([F:27])[F:26])[CH:18]=1)[C:11]([NH:10][NH:9][C:7](=[O:8])[C:6]1[CH:5]=[CH:4][C:3]([C:1]#[N:2])=[CH:31][CH:30]=1)=[O:29])([C:38]([CH3:40])([CH3:39])[CH3:37])([CH3:43])[CH3:42], predict the reactants needed to synthesize it. The reactants are: [C:1]([C:3]1[CH:31]=[CH:30][C:6]([C:7]([NH:9][NH:10][C:11](=[O:29])[C@H:12]([NH:16][C:17]2[CH:22]=[CH:21][C:20]([C:23]#[N:24])=[C:19]([C:25]([F:28])([F:27])[F:26])[CH:18]=2)[C@H:13]([OH:15])[CH3:14])=[O:8])=[CH:5][CH:4]=1)#[N:2].N1C=CN=C1.[CH3:37][C:38]([Si:41](Cl)([CH3:43])[CH3:42])([CH3:40])[CH3:39]. (4) Given the product [F:23][C:17]1[CH:18]=[CH:19][CH:20]=[C:21]([F:22])[C:16]=1[CH:13]1[NH:12][C:11]2[CH:24]=[CH:25][C:8]([C:5]3[CH:6]=[N:7][C:2]([C:32]4[O:33][CH:34]=[CH:35][N:36]=4)=[CH:3][C:4]=3[CH3:26])=[CH:9][C:10]=2[O:15][CH2:14]1, predict the reactants needed to synthesize it. The reactants are: Cl[C:2]1[N:7]=[CH:6][C:5]([C:8]2[CH:25]=[CH:24][C:11]3[NH:12][CH:13]([C:16]4[C:21]([F:22])=[CH:20][CH:19]=[CH:18][C:17]=4[F:23])[CH2:14][O:15][C:10]=3[CH:9]=2)=[C:4]([CH3:26])[CH:3]=1.C([Sn](CCCC)(CCCC)[C:32]1[O:33][CH:34]=[CH:35][N:36]=1)CCC.C(OCC)(=O)C.CCCCCC.